Task: Predict the reactants needed to synthesize the given product.. Dataset: Full USPTO retrosynthesis dataset with 1.9M reactions from patents (1976-2016) (1) Given the product [NH2:27][C:24]1[CH:23]=[CH:22][C:21]([S:18]([N:17]([CH2:30][CH:31]([CH3:33])[CH3:32])[CH2:16][C@@H:15]([OH:34])[C@@H:14]([NH:35][C:36](=[O:46])[O:37][C@H:38]2[C@H:45]3[C@H:41]([O:42][CH2:43][CH2:44]3)[O:40][CH2:39]2)[CH2:13][C:12]2[CH:11]=[CH:10][C:9]([O:8][CH2:1][C:2]3[CH:7]=[CH:6][CH:5]=[CH:4][CH:3]=3)=[CH:48][CH:47]=2)(=[O:19])=[O:20])=[CH:26][CH:25]=1, predict the reactants needed to synthesize it. The reactants are: [CH2:1]([O:8][C:9]1[CH:48]=[CH:47][C:12]([CH2:13][C@H:14]([NH:35][C:36](=[O:46])[O:37][C@H:38]2[C@H:45]3[C@H:41]([O:42][CH2:43][CH2:44]3)[O:40][CH2:39]2)[C@H:15]([OH:34])[CH2:16][N:17]([CH2:30][CH:31]([CH3:33])[CH3:32])[S:18]([C:21]2[CH:26]=[CH:25][C:24]([N+:27]([O-])=O)=[CH:23][CH:22]=2)(=[O:20])=[O:19])=[CH:11][CH:10]=1)[C:2]1[CH:7]=[CH:6][CH:5]=[CH:4][CH:3]=1.[H][H]. (2) Given the product [F:1][CH:2]([F:11])[O:3][C:4]1[CH:10]=[CH:9][C:7]([NH:8][C:22]([NH:21][C:18]2[CH:17]=[CH:16][C:15]([O:14][CH:13]([F:12])[F:24])=[CH:20][CH:19]=2)=[O:23])=[CH:6][CH:5]=1, predict the reactants needed to synthesize it. The reactants are: [F:1][CH:2]([F:11])[O:3][C:4]1[CH:10]=[CH:9][C:7]([NH2:8])=[CH:6][CH:5]=1.[F:12][CH:13]([F:24])[O:14][C:15]1[CH:20]=[CH:19][C:18]([N:21]=[C:22]=[O:23])=[CH:17][CH:16]=1. (3) Given the product [CH:29]([C@H:12]1[CH2:11][O:10][C:9](=[O:13])[N:8]1[C:6]1[CH:5]=[CH:4][N:3]=[C:2]([NH:26][CH2:25][C:23]2[O:22][N:21]=[C:20]([C:17]3[CH:16]=[CH:15][C:14]([CH3:27])=[CH:19][CH:18]=3)[N:24]=2)[N:7]=1)([CH3:30])[CH3:28], predict the reactants needed to synthesize it. The reactants are: F[C:2]1[N:7]=[C:6]([N:8]2[CH2:12][CH2:11][O:10][C:9]2=[O:13])[CH:5]=[CH:4][N:3]=1.[C:14]1([CH3:27])[CH:19]=[CH:18][C:17]([C:20]2[N:24]=[C:23]([CH2:25][NH2:26])[O:22][N:21]=2)=[CH:16][CH:15]=1.[CH2:28](O)[CH2:29][CH3:30]. (4) Given the product [CH3:1][O:2][C:3]([C:5]1[C:13]([NH:14][C:15]2[CH:20]=[CH:19][C:18]([Br:35])=[CH:17][C:16]=2[CH3:21])=[C:12]([F:22])[C:8]2[NH:9][CH:10]=[N:11][C:7]=2[CH:6]=1)=[O:4], predict the reactants needed to synthesize it. The reactants are: [CH3:1][O:2][C:3]([C:5]1[C:13]([NH:14][C:15]2[CH:20]=[CH:19][CH:18]=[CH:17][C:16]=2[CH3:21])=[C:12]([F:22])[C:8]2[NH:9][CH:10]=[N:11][C:7]=2[CH:6]=1)=[O:4].C1COCC1.C1C(=O)N([Br:35])C(=O)C1.CC1C=CC(S(O)(=O)=O)=CC=1.O. (5) Given the product [CH2:26]([N:14]1[C:15]2[CH2:16][CH2:17][NH:8][CH2:9][CH2:10][C:11]=2[C:12]([C:18]2[CH:19]=[CH:20][C:21]([Cl:24])=[CH:22][CH:23]=2)=[N:13]1)[CH2:27][CH2:28][CH3:29], predict the reactants needed to synthesize it. The reactants are: C(OC([N:8]1[CH2:17][CH2:16][C:15]2[NH:14][N:13]=[C:12]([C:18]3[CH:23]=[CH:22][C:21]([Cl:24])=[CH:20][CH:19]=3)[C:11]=2[CH2:10][CH2:9]1)=O)(C)(C)C.I[CH2:26][CH2:27][CH2:28][CH3:29].C(OC(N1CCC2C(=C(C3C=CC(Cl)=CC=3)N(CCCC)N=2)CC1)=O)(C)(C)C. (6) Given the product [C:27]([O:26][C:24]([C:10]1[C:11]([C:21](=[O:22])[NH:60][C:56]([CH3:59])([CH3:55])[CH2:57][OH:58])=[N:12][C:13]([C:14]2[CH:19]=[CH:18][C:17]([Cl:20])=[CH:16][CH:15]=2)=[C:8]([C:5]2[CH:4]=[CH:3][C:2]([Cl:1])=[CH:7][CH:6]=2)[N:9]=1)=[O:25])([CH3:30])([CH3:28])[CH3:29], predict the reactants needed to synthesize it. The reactants are: [Cl:1][C:2]1[CH:7]=[CH:6][C:5]([C:8]2[N:9]=[C:10]([C:24]([O:26][C:27]([CH3:30])([CH3:29])[CH3:28])=[O:25])[C:11]([C:21](O)=[O:22])=[N:12][C:13]=2[C:14]2[CH:19]=[CH:18][C:17]([Cl:20])=[CH:16][CH:15]=2)=[CH:4][CH:3]=1.CN(C(ON1N=NC2C=CC=NC1=2)=[N+](C)C)C.F[P-](F)(F)(F)(F)F.[CH3:55][C:56]([NH2:60])([CH3:59])[CH2:57][OH:58].C1CN([P+](ON2N=NC3C=CC=CC2=3)(N2CCCC2)N2CCCC2)CC1.F[P-](F)(F)(F)(F)F.